From a dataset of Full USPTO retrosynthesis dataset with 1.9M reactions from patents (1976-2016). Predict the reactants needed to synthesize the given product. (1) Given the product [C:8]([NH:1][C@@H:2]1[CH2:7][CH2:6][CH2:5][CH2:4][C@@H:3]1[C:8]([O:10][CH2:11][CH3:12])=[O:9])(=[O:9])[C:3]1[CH:4]=[CH:5][CH:6]=[CH:7][CH:2]=1, predict the reactants needed to synthesize it. The reactants are: [NH2:1][C:2]1[CH2:7][CH2:6][CH2:5][CH2:4][C:3]=1[C:8]([O:10][CH2:11][CH3:12])=[O:9].[H][H]. (2) The reactants are: [CH2:1]1[O:5][C@@H:4]2[C@@H:6]([OH:9])[CH2:7][O:8][C@@H:3]2[C@@H:2]1[OH:10].[SH:11][CH2:12][C:13]([OH:15])=O.C[S:17](O)(=O)=O. Given the product [CH2:1]1[O:5][C@@H:4]2[C@@H:6]([OH:9])[CH2:7][O:8][C@@H:3]2[C@@H:2]1[OH:10].[C:12]([S-:11])(=[S:17])[CH2:13][OH:15], predict the reactants needed to synthesize it. (3) Given the product [CH2:21]([O:1][C:2]1[CH:3]=[C:4]([C:9]([CH3:13])([CH3:12])[C:10]#[N:11])[CH:5]=[C:6]([OH:8])[CH:7]=1)[CH2:22][CH2:23][CH3:24], predict the reactants needed to synthesize it. The reactants are: [OH:1][C:2]1[CH:3]=[C:4]([C:9]([CH3:13])([CH3:12])[C:10]#[N:11])[CH:5]=[C:6]([OH:8])[CH:7]=1.C(=O)([O-])[O-].[K+].[K+].I[CH2:21][CH2:22][CH2:23][CH3:24]. (4) Given the product [C:21]([O:1][CH2:2][CH2:3][N:4]1[C:12]2[C:7](=[CH:8][C:9]([O:13][CH2:14][C:15]3[CH:20]=[CH:19][CH:18]=[CH:17][CH:16]=3)=[CH:10][CH:11]=2)[CH:6]=[CH:5]1)(=[O:23])[CH3:22], predict the reactants needed to synthesize it. The reactants are: [OH:1][CH2:2][CH2:3][N:4]1[C:12]2[C:7](=[CH:8][C:9]([O:13][CH2:14][C:15]3[CH:20]=[CH:19][CH:18]=[CH:17][CH:16]=3)=[CH:10][CH:11]=2)[CH:6]=[CH:5]1.[C:21](OC(=O)C)(=[O:23])[CH3:22].C(N(CC)CC)C. (5) Given the product [NH2:21][C:2]1[N:7]=[C:6]([C:8]([OH:11])([CH3:10])[CH3:9])[CH:5]=[CH:4][CH:3]=1, predict the reactants needed to synthesize it. The reactants are: Br[C:2]1[N:7]=[C:6]([C:8]([OH:11])([CH3:10])[CH3:9])[CH:5]=[CH:4][CH:3]=1.[OH-].[NH4+].C([O-])([O-])=O.[K+].[K+].C[N:21](C)CCN. (6) Given the product [CH2:6]([O:5][C:3]([C:2]([CH3:1])([C:8](=[O:9])[CH3:10])[CH2:20][CH2:13][CH2:14][CH2:15][S:16]([OH:19])(=[O:18])=[O:17])=[O:4])[CH3:7], predict the reactants needed to synthesize it. The reactants are: [CH3:1][CH:2]([C:8]([CH3:10])=[O:9])[C:3]([O:5][CH2:6][CH3:7])=[O:4].[H-].[Na+].[CH2:13]1[CH2:20][O:19][S:16](=[O:18])(=[O:17])[CH2:15][CH2:14]1. (7) The reactants are: [CH3:1][CH:2]([C:11]1[CH:16]=[CH:15][C:14]([CH2:17][CH2:18][CH2:19][NH:20]C(OCC2C=CC=CC=2)=O)=[CH:13][CH:12]=1)[CH2:3][NH:4][S:5]([CH:8]([CH3:10])[CH3:9])(=[O:7])=[O:6].[CH:31]([S:34](Cl)(=[O:36])=[O:35])([CH3:33])[CH3:32].C1CCN2C(=NCCC2)CC1. Given the product [CH3:10][CH:8]([S:5]([NH:4][CH2:3][CH:2]([C:11]1[CH:12]=[CH:13][C:14]([CH2:17][CH2:18][CH2:19][NH:20][S:34]([CH:31]([CH3:33])[CH3:32])(=[O:36])=[O:35])=[CH:15][CH:16]=1)[CH3:1])(=[O:6])=[O:7])[CH3:9], predict the reactants needed to synthesize it. (8) Given the product [CH:1]1([N:7]([CH2:22][C:21]([O:25][CH2:26][CH3:27])=[O:24])[CH:8]2[CH2:13][CH2:12][N:11]([C:14]([O:16][C:17]([CH3:20])([CH3:19])[CH3:18])=[O:15])[CH2:10][CH2:9]2)[CH2:6][CH2:5][CH2:4][CH2:3][CH2:2]1, predict the reactants needed to synthesize it. The reactants are: [CH:1]1([NH:7][CH:8]2[CH2:13][CH2:12][N:11]([C:14]([O:16][C:17]([CH3:20])([CH3:19])[CH3:18])=[O:15])[CH2:10][CH2:9]2)[CH2:6][CH2:5][CH2:4][CH2:3][CH2:2]1.[C:21]([O:25][CH2:26][CH3:27])(=[O:24])[CH:22]=O.C(O[BH-](OC(=O)C)OC(=O)C)(=O)C.[Na+]. (9) Given the product [Cl:4][C:5]1[CH:6]=[C:7]([C:12]2([C:26]([F:27])([F:29])[F:28])[O:16][N:15]=[C:14]([C:17]3[CH:24]=[CH:23][C:20]([C:21]([NH:2][OH:3])=[NH:22])=[C:19]([CH3:25])[CH:18]=3)[CH2:13]2)[CH:8]=[C:9]([Cl:11])[CH:10]=1, predict the reactants needed to synthesize it. The reactants are: Cl.[NH2:2][OH:3].[Cl:4][C:5]1[CH:6]=[C:7]([C:12]2([C:26]([F:29])([F:28])[F:27])[O:16][N:15]=[C:14]([C:17]3[CH:24]=[CH:23][C:20]([C:21]#[N:22])=[C:19]([CH3:25])[CH:18]=3)[CH2:13]2)[CH:8]=[C:9]([Cl:11])[CH:10]=1.C(N(CC)CC)C.